From a dataset of Drug-target binding data from BindingDB using IC50 measurements. Regression. Given a target protein amino acid sequence and a drug SMILES string, predict the binding affinity score between them. We predict pIC50 (pIC50 = -log10(IC50 in M); higher means more potent). Dataset: bindingdb_ic50. (1) The drug is Cc1ccc(/C=C(\C#N)C(=O)O)cc1. The target protein (P53987) has sequence MPPAIGGPVGYTPPDGGWGWAVVVGAFISIGFSYAFPKSITVFFKEIEIIFSATTSEVSWISSIMLAVMYAGGPISSILVNKYGSRPVMIAGGCLSGCGLIAASFCNTVQELYFCIGVIGGLGLAFNLNPALTMIGKYFYKKRPLANGLAMAGSPVFLSTLAPLNQAFFGIFGWRGSFLILGGLLLNCCVAGSLMRPIGPQQGKVEKLKSKESLQEAGKSDANTDLIGGSPKGEKLSVFQTVNKFLDLSLFTHRGFLLYLSGNVVMFFGLFTPLVFLSNYGKSKHFSSEKSAFLLSILAFVDMVARPSMGLAANTRWIRPRVQYFFAASVVANGVCHLLAPLSTTYVGFCIYAGVFGFAFGWLSSVLFETLMDLVGPQRFSSAVGLVTIVECCPVLLGPPLLGRLNDMYGDYKYTYWACGVILIIAGLYLFIGMGINYRLVAKEQKAEEKKRDGKEDETSTDVDEKPKKTMKETQSPAPLQNSSGDPAEEESPV. The pIC50 is 6.3. (2) The compound is Cc1cc2ccnc(N[C@H]3CCNC[C@@H]3OCC3CCCCC3)c2[nH]c1=O. The target protein (Q6PL18) has sequence MVVLRSSLELHNHSAASATGSLDLSSDFLSLEHIGRRRLRSAGAAQKKPAATTAKAGDGSSVKEVETYHRTRALRSLRKDAQNSSDSSFEKNVEITEQLANGRHFTRQLARQQADKKKEEHREDKVIPVTRSLRARNIVQSTEHLHEDNGDVEVRRSCRIRSRYSGVNQSMLFDKLITNTAEAVLQKMDDMKKMRRQRMRELEDLGVFNETEESNLNMYTRGKQKDIQRTDEETTDNQEGSVESSEEGEDQEHEDDGEDEDDEDDDDDDDDDDDDDDEDDEDEEDGEEENQKRYYLRQRKATVYYQAPLEKPRHQRKPNIFYSGPASPARPRYRLSSAGPRSPYCKRMNRRRHAIHSSDSTSSSSSEDEQHFERRRKRSRNRAINRCLPLNFRKDELKGIYKDRMKIGASLADVDPMQLDSSVRFDSVGGLSNHIAALKEMVVFPLLYPEVFEKFKIQPPRGCLFYGPPGTGKTLVARALANECSQGDKRVAFFMRKGAD.... The pIC50 is 4.3. (3) The drug is CSc1cccc(NC(=O)CCc2c(C)nc3c4cccnc4nn3c2C)c1. The target protein (Q9BZ23) has sequence MRRLGPFHPRVHWAAPPSLSSGLHRLLFLRGTRIPSSTTLSPPRHDSLSLDGGTVNPPRVREPTGREAFGPSPASSDWLPARWRNGRGGRPRARLCSGWTAAEEARRNPTLGGLLGRQRLLLRMGGGRLGAPMERHGRASATSVSSAGEQAAGDPEGRRQEPLRRRASSASVPAVGASAEGTRRDRLGSYSGPTSVSRQRVESLRKKRPLFPWFGLDIGGTLVKLVYFEPKDITAEEEEEEVESLKSIRKYLTSNVAYGSTGIRDVHLELKDLTLCGRKGNLHFIRFPTHDMPAFIQMGRDKNFSSLHTVFCATGGGAYKFEQDFLTIGDLQLCKLDELDCLIKGILYIDSVGFNGRSQCYYFENPADSEKCQKLPFDLKNPYPLLLVNIGSGVSILAVYSKDNYKRVTGTSLGGGTFFGLCCLLTGCTTFEEALEMASRGDSTKVDKLVRDIYGGDYERFGLPGWAVASSFGNMMSKEKREAVSKEDLARATLITITNN.... The pIC50 is 7.0. (4) The drug is C[C@]1(/C=C/C[n+]2ccccc2)[C@H](C(=O)O)N2C(=O)C[C@H]2S1(=O)=O. The target protein sequence is MTENKGSSQPKKNGNNGGKSNSKKNRNVKRTIIKIIGFMIIAFFVVLLLGILLFAYYAWKAPAFTEAKLQDPIPAKIYDKNGELVKTLDNGQRHEHVNLKDVPKSMKDAVLATEDNRFYEHGALDYKRLFGAIGKNLTGGFGSEGASTLTQQVVKDAFLSQHKSIGRKAQEAYLSYRLEQEYSKDDIFQVYLNKIYYSDGVTGIKAAAKYYFNKDLKDLNLAEEAYLAGLPQVPNNYNIYDHPKAAEDRKNTVLYLMHYHKRITDKQWEDAKKIDLKANLVNRTAEERQNIDTNQDSEYNSYVNFVKSELMNNKAFKDENLGNVLQSGIKIYTNMDKDVQKTLQNDVDNGSFYKNKDQQVGATILDSKTGGLVAISGGRDFKDVVNRNQATDPHPTGSSLKPFLAYGPAIENMKWATNHAIQDESSYQVDGSTFRNYDTKSHGTVSIYDALRQSFNIPALKAWQSVKQNAGNDAPKKFAAKLGLNYEGDIGPSEVLGGSA.... The pIC50 is 5.1. (5) The small molecule is CCOC(=O)C(=O)CC=C(C(=O)OCC)c1ccccc1. The target protein (P12527) has sequence MPSYTVTVATGSQWFAGTDDYIYLSLIGSAGCSEKHLLDKAFYNDFERGGRDSYDVTVDEELGEIYLVKIEKRKYRLHDDWYLKYITLKTPHDYIEFPCYRWITGEGEIVLRDGCAKLARDDQIHILKQHRRKELETRQKQYRWMEWNPGFPLSIDAKCHKDLPRDIQFDSEKGVDFVLNYSKAMENLFINRFMHMFQSSWHDFADFEKIFVKISNTISERVKNHWQEDLMFGYQFLNGCNPVLIKRCTELPKKLPVTTEMVECSLERQLSLEQEVQEGNIFIVDYELLDGIDANKTDPCTHQFLAAPICLLYKNLANKIVPIAIQLNQTPGEKNPIFLPTDSKYDWLLAKIWVRSSDFHIHQTITHLLRTHLVSEVFGIAMYRQLPAVHPLFKLLVAHVRFTIAINTKAREQLNCEYGLFDKANATGGGGHVQMVQRAVQDLTYSSLCFPEAIKARGMDNTEDIPYYFYRDDGLLVWEAIQSFTTEVVSIYYEDDQVVE.... The pIC50 is 6.1. (6) The small molecule is CCCC[C@H](N[C@@H](Cc1ccccc1)C(=O)N1CCC(OCOC)CC1)C(=O)N[C@@H](CC1CCCCC1)[C@@H](O)C[C@H](C(=O)NCc1ccccn1)C(C)C. The target protein (P08424) has sequence MGGRRMPLWALLLLWTSCSFSLPTDTASFGRILLKKMPSVREILEERGVDMTRISAEWGEFIKKSSFTNVTSPVVLTNYLDTQYYGEIGIGTPSQTFKVIFDTGSANLWVPSTKCGPLYTACEIHNLYDSSESSSYMENGTEFTIHYGSGKVKGFLSQDVVTVGGIIVTQTFGEVTELPLIPFMLAKFDGVLGMGFPAQAVDGVIPVFDHILSQRVLKEEVFSVYYSRESHLLGGEVVLGGSDPQHYQGNFHYVSISKAGSWQITMKGVSVGPATLLCEEGCMAVVDTGTSYISGPTSSLQLIMQALGVKEKRANNYVVNCSQVPTLPDISFYLGGRTYTLSNMDYVQKNPFRNDDLCILALQGLDIPPPTGPVWVLGATFIRKFYTEFDRHNNRIGFALAR. The pIC50 is 5.0. (7) The drug is CN(C)[C@@H](c1ccccc1-c1ccc(Cl)cc1)C1CCN(c2ccc(C(=O)NS(=O)(=O)c3ccc(N[C@H](CCN4CCOCC4)CSc4ccccc4)c(S(=O)(=O)C(F)(F)F)c3)cc2)CC1. The target protein sequence is MAHAGRTGYDNREIVMKYIHYKLSQRGYEWDAGDVGAAPPGAAPAPGIFSSQPGHTPHPAASRDPVARTSPLQTPAAPGAAAGPALSPVPPVVHLTLRQAGDDFSRRYRRDFAEMSSQLHLTPFTARGRFATVVEELFRDGVNWGRIVAFFEFGGVMCVESVNREMSPLVDNIALWMTEYLNRHLHTWIQDNGGWDAFVELYGP. The pIC50 is 7.6. (8) The drug is Cc1cccc(C)c1OCC(C)N. The target protein sequence is QKKKFGGQDIFMTEEQKKYYNAMKKLGSKKPQKPIPRPGNKFQGMVFDFVTRQVFDISIMILICLNMVTMMVETDDQSDYVTSILSRINLVFIVLFTGECVLKLISLRHYYFTIGWNIFDFVVVILSIVGMFLAELIEKYFVSPTLFRVIRLARIGRILRLIKGAKGIRTLLFALMMSLPALFNIGLLLFLVMFIYAIFGMSNFAYVKREVGIDDMFNFE. The pIC50 is 4.7.